Dataset: Reaction yield outcomes from USPTO patents with 853,638 reactions. Task: Predict the reaction yield, written as a fraction of the theoretical maximum amount of product (1.0 means a 100% yield; for example, 0.34 means a 34% yield). (1) The reactants are [Br:1][C:2]1[CH:3]=[C:4]2[C:9](=[CH:10][CH:11]=1)[C:8](=[O:12])[CH2:7][CH2:6][CH2:5]2.[BH4-].[Na+]. The catalyst is CCO.O. The product is [Br:1][C:2]1[CH:3]=[C:4]2[C:9](=[CH:10][CH:11]=1)[CH:8]([OH:12])[CH2:7][CH2:6][CH2:5]2. The yield is 0.940. (2) The reactants are [Cl:1][C:2]1[CH:7]=[C:6]([N+:8]([O-:10])=[O:9])[CH:5]=[CH:4][C:3]=1[C:11]([CH3:15])([CH3:14])[C:12]#[N:13].B.C1COCC1. The catalyst is C1COCC1. The product is [Cl:1][C:2]1[CH:7]=[C:6]([N+:8]([O-:10])=[O:9])[CH:5]=[CH:4][C:3]=1[C:11]([CH3:15])([CH3:14])[CH2:12][NH2:13]. The yield is 0.680. (3) The reactants are [C:1]([C:5]1[CH:26]=[CH:25][C:8]([C:9]([NH:11][CH2:12][CH2:13][C:14]2[CH:19]=[CH:18][CH:17]=[C:16]([O:20][C:21]([F:24])([F:23])[F:22])[CH:15]=2)=O)=[C:7]([Cl:27])[CH:6]=1)([CH3:4])([CH3:3])[CH3:2].Cl.[OH-].[Na+]. The catalyst is C1COCC1. The product is [C:1]([C:5]1[CH:26]=[CH:25][C:8]([CH2:9][NH:11][CH2:12][CH2:13][C:14]2[CH:19]=[CH:18][CH:17]=[C:16]([O:20][C:21]([F:24])([F:23])[F:22])[CH:15]=2)=[C:7]([Cl:27])[CH:6]=1)([CH3:4])([CH3:2])[CH3:3]. The yield is 0.780. (4) The catalyst is ClCCCl.C(Cl)Cl. The yield is 0.840. The reactants are [Cl:1][C:2]1[N:6]2[C:7]([N:11]3[CH2:16][CH2:15][NH:14][C@@H:13]([CH3:17])[CH2:12]3)=[CH:8][CH:9]=[CH:10][C:5]2=[N:4][C:3]=1[CH2:18][N:19]([CH3:30])[C@@H:20]1[C:29]2[N:28]=[CH:27][CH:26]=[CH:25][C:24]=2[CH2:23][CH2:22][CH2:21]1.[C:31](O)(=O)C.C=O.[BH-](OC(C)=O)(OC(C)=O)OC(C)=O.[Na+].C([O-])([O-])=O.[Na+].[Na+]. The product is [Cl:1][C:2]1[N:6]2[C:7]([N:11]3[CH2:16][CH2:15][N:14]([CH3:31])[C@@H:13]([CH3:17])[CH2:12]3)=[CH:8][CH:9]=[CH:10][C:5]2=[N:4][C:3]=1[CH2:18][N:19]([CH3:30])[C@@H:20]1[C:29]2[N:28]=[CH:27][CH:26]=[CH:25][C:24]=2[CH2:23][CH2:22][CH2:21]1.